From a dataset of Full USPTO retrosynthesis dataset with 1.9M reactions from patents (1976-2016). Predict the reactants needed to synthesize the given product. (1) Given the product [C:9]([O-:12])(=[O:11])[CH3:10].[C:9]([O-:12])(=[O:11])[CH3:10].[Cl:1][C:2]1[CH:3]=[C:4]([I+2:8])[CH:5]=[CH:6][CH:7]=1, predict the reactants needed to synthesize it. The reactants are: [Cl:1][C:2]1[CH:7]=[CH:6][CH:5]=[C:4]([I:8])[CH:3]=1.[C:9]([O:12]O)(=[O:11])[CH3:10]. (2) Given the product [CH3:15][O:16][C:32]1[CH:37]=[CH:36][C:35]([S:11]([N:3]2[C:4]3[C:9](=[CH:8][CH:7]=[CH:6][C:5]=3[C:26]3[CH:27]=[CH:28][C:23]([C:21]#[N:22])=[CH:24][CH:25]=3)[CH2:10][CH2:2]2)(=[O:13])=[O:12])=[CH:34][CH:33]=1, predict the reactants needed to synthesize it. The reactants are: Br[CH:2]1[CH2:10][C:9]2[C:4](=[CH:5][CH:6]=[CH:7][CH:8]=2)[N:3]1[S:11](N)(=[O:13])=[O:12].[C:15]([O-])([O-])=[O:16].[K+].[K+].[C:21]([C:23]1[CH:28]=[CH:27][C:26](B(O)O)=[CH:25][CH:24]=1)#[N:22].[C:32]1(C)[CH:37]=[CH:36][CH:35]=[CH:34][CH:33]=1.